From a dataset of Reaction yield outcomes from USPTO patents with 853,638 reactions. Predict the reaction yield, written as a fraction of the theoretical maximum amount of product (1.0 means a 100% yield; for example, 0.34 means a 34% yield). (1) The reactants are FC1C=CC([NH:8][C:9](=[O:17])[C:10]2[CH:15]=[CH:14][C:13](Cl)=[N:12][CH:11]=2)=CC=1.Br.BrCC1C=CC=CN=1.[OH-].[Na+].[OH-].C([N+](CCCC)(CCCC)CCCC)CCC. The catalyst is C1(C)C=CC=CC=1. The product is [C:9]([NH2:8])(=[O:17])[C:10]1[CH:15]=[CH:14][CH:13]=[N:12][CH:11]=1. The yield is 0.960. (2) The reactants are C1(C)C=CC=CC=1.[F:8][C:9]1[CH:14]=[CH:13][C:12]([C@:15]2(O)[CH2:20][CH2:19][N:18]([C:21]([O:23][C:24]([CH3:27])([CH3:26])[CH3:25])=[O:22])[CH2:17][C@H:16]2[O:28][C:29](=[O:34])[C:30]([CH3:33])([CH3:32])[CH3:31])=[CH:11][CH:10]=1.C([N+](CC)(CC)S(NC(=O)OC)(=O)=O)C. The catalyst is C(OCC)(=O)C. The product is [F:8][C:9]1[CH:10]=[CH:11][C:12]([C:15]2[C@H:16]([O:28][C:29](=[O:34])[C:30]([CH3:31])([CH3:32])[CH3:33])[CH2:17][N:18]([C:21]([O:23][C:24]([CH3:27])([CH3:26])[CH3:25])=[O:22])[CH2:19][CH:20]=2)=[CH:13][CH:14]=1. The yield is 0.930. (3) The reactants are [CH:1]1[C:10]2[C:5](=[CH:6][CH:7]=[CH:8][CH:9]=2)[CH:4]=[CH:3][C:2]=1[CH2:11][C@@H:12]([NH:30]C(=O)OC(C)(C)C)[C:13](=[O:29])[NH:14][C:15]1[CH:16]=[C:17]2[C:27](=[O:28])[NH:26][N:25]=[CH:24][C:19]3=[CH:20][NH:21][C:22]([CH:23]=1)=[C:18]23.[ClH:38]. The catalyst is O1CCOCC1. The product is [ClH:38].[NH2:30][C@H:12]([CH2:11][C:2]1[CH:3]=[CH:4][C:5]2[C:10](=[CH:9][CH:8]=[CH:7][CH:6]=2)[CH:1]=1)[C:13]([NH:14][C:15]1[CH:16]=[C:17]2[C:27](=[O:28])[NH:26][N:25]=[CH:24][C:19]3=[CH:20][NH:21][C:22]([CH:23]=1)=[C:18]23)=[O:29]. The yield is 0.970. (4) The reactants are C([O:4][C@H:5]1[CH2:22][CH2:21][C@@:20]2([CH3:23])[C@@H:7]([CH2:8][CH2:9][C@:10]3([CH3:42])[C@@H:19]2[CH2:18][CH2:17][C@H:16]2[C@@:11]3([CH3:41])[CH2:12][CH2:13][C@@:14]3([C:31]([N:33]4[CH2:38][CH2:37][N:36]([CH2:39][CH3:40])[CH2:35][CH2:34]4)=[O:32])[CH2:26][CH2:25][C@@H:24]([C:27]4([CH3:30])[CH2:29][CH2:28]4)[C@@H:15]32)[C:6]1([CH3:44])[CH3:43])(=O)C.C(=O)([O-])[O-].[K+].[K+]. The catalyst is C1COCC1.CO.ClCCl. The product is [CH2:39]([N:36]1[CH2:35][CH2:34][N:33]([C:31]([C@:14]23[CH2:26][CH2:25][C@@H:24]([C:27]4([CH3:30])[CH2:28][CH2:29]4)[C@@H:15]2[C@@H:16]2[C@@:11]([CH3:41])([CH2:12][CH2:13]3)[C@@:10]3([CH3:42])[C@@H:19]([C@:20]4([CH3:23])[C@@H:7]([CH2:8][CH2:9]3)[C:6]([CH3:43])([CH3:44])[C@@H:5]([OH:4])[CH2:22][CH2:21]4)[CH2:18][CH2:17]2)=[O:32])[CH2:38][CH2:37]1)[CH3:40]. The yield is 0.806. (5) The reactants are [NH2:1][C@@H:2]([C@H:5]([O:7][C:8]([CH3:11])([CH3:10])[CH3:9])[CH3:6])[CH2:3][OH:4].[Cl:12][C:13]1[N:18]=[C:17](Cl)[CH:16]=[C:15]([CH3:20])[N:14]=1.C(N(C(C)C)C(C)C)C. The catalyst is O1CCOCC1. The product is [C:8]([O:7][C@H:5]([CH3:6])[C@H:2]([NH:1][C:17]1[CH:16]=[C:15]([CH3:20])[N:14]=[C:13]([Cl:12])[N:18]=1)[CH2:3][OH:4])([CH3:10])([CH3:9])[CH3:11]. The yield is 0.240. (6) The reactants are [Li+].[OH-].C[O:4][C:5](=[O:24])[CH2:6][CH2:7][CH2:8][CH2:9][CH:10]=[C:11]([C:18]1[CH:23]=[CH:22][CH:21]=[CH:20][N:19]=1)[C:12]1[CH:17]=[CH:16][CH:15]=[CH:14][N:13]=1.Cl.CCOC(C)=O. The catalyst is O.C1COCC1. The product is [N:13]1[CH:14]=[CH:15][CH:16]=[CH:17][C:12]=1[C:11]([C:18]1[CH:23]=[CH:22][CH:21]=[CH:20][N:19]=1)=[CH:10][CH2:9][CH2:8][CH2:7][CH2:6][C:5]([OH:24])=[O:4]. The yield is 0.460. (7) The reactants are [CH3:1][O:2][C:3]1[CH:8]=[C:7]([N+:9]([O-])=O)[CH:6]=[CH:5][C:4]=1[C:12]1[S:16][C:15]([CH3:17])=[N:14][C:13]=1[CH3:18]. The catalyst is C(O)C. The product is [CH3:17][C:15]1[S:16][C:12]([C:4]2[CH:5]=[CH:6][C:7]([NH2:9])=[CH:8][C:3]=2[O:2][CH3:1])=[C:13]([CH3:18])[N:14]=1. The yield is 0.750.